This data is from Full USPTO retrosynthesis dataset with 1.9M reactions from patents (1976-2016). The task is: Predict the reactants needed to synthesize the given product. (1) The reactants are: [OH:1]O.[CH3:3][O:4][C:5]1[C:6]([C:11]2[N:19]3[C:14]([CH:15]=[N:16][C:17](SC)=[N:18]3)=[CH:13][CH:12]=2)=[N:7][CH:8]=[CH:9][CH:10]=1.[OH-].[Na+].O. Given the product [CH3:3][O:4][C:5]1[C:6]([C:11]2[N:19]3[C:14]([CH:15]=[N:16][C:17]([OH:1])=[N:18]3)=[CH:13][CH:12]=2)=[N:7][CH:8]=[CH:9][CH:10]=1, predict the reactants needed to synthesize it. (2) Given the product [ClH:25].[CH3:24][N:14]1[C:15]2[C:20](=[CH:19][CH:18]=[CH:17][CH:16]=2)[C:21]2[CH2:22][CH2:23][NH:11][CH2:12][C:13]1=2, predict the reactants needed to synthesize it. The reactants are: C(OC([N:11]1[CH2:23][CH2:22][C:21]2[C:20]3[C:15](=[CH:16][CH:17]=[CH:18][CH:19]=3)[N:14]([CH3:24])[C:13]=2[CH2:12]1)=O)C1C=CC=CC=1.[ClH:25].